From a dataset of Reaction yield outcomes from USPTO patents with 853,638 reactions. Predict the reaction yield, written as a fraction of the theoretical maximum amount of product (1.0 means a 100% yield; for example, 0.34 means a 34% yield). (1) The catalyst is CN1C(=O)CCC1.O. The product is [NH:8]1[C:4]2=[N:5][CH:6]=[CH:7][C:2]([O:18][C:15]3[CH:16]=[CH:17][C:12]([NH2:11])=[C:13]([F:19])[CH:14]=3)=[C:3]2[CH:10]=[CH:9]1. The yield is 0.190. The reactants are Cl[C:2]1[CH:7]=[CH:6][N:5]=[C:4]2[NH:8][CH:9]=[CH:10][C:3]=12.[NH2:11][C:12]1[CH:17]=[CH:16][C:15]([OH:18])=[CH:14][C:13]=1[F:19].CCN(C(C)C)C(C)C.[H-].[Na+]. (2) The reactants are [C:1]([O:4][C:5]1[CH:10]=[CH:9][C:8](I)=[CH:7][CH:6]=1)(=[O:3])[CH3:2].[C:12]([C:14]1[O:15][C:16]2[CH:22]=[C:21]([O:23][CH3:24])[CH:20]=[CH:19][C:17]=2[CH:18]=1)#[CH:13].BrC1C=CC(S(NC2CCC3CC2C3(C)C)(=O)=O)=CC=1.C(O)CC#C. No catalyst specified. The product is [C:1]([O:4][C:5]1[CH:10]=[CH:9][C:8]([C:13]#[C:12][C:14]2[O:15][C:16]3[CH:22]=[C:21]([O:23][CH3:24])[CH:20]=[CH:19][C:17]=3[CH:18]=2)=[CH:7][CH:6]=1)(=[O:3])[CH3:2]. The yield is 0.560. (3) The reactants are [CH2:1]([O:3][C:4]([C:6]1[CH:7]=[C:8]2[C:13](=[CH:14][CH:15]=1)[NH:12][CH:11]([C:16]1[CH:21]=[C:20]([F:22])[CH:19]=[CH:18][C:17]=1[CH3:23])[C:10]([CH3:25])([CH3:24])[CH:9]2O)=[O:5])[CH3:2].FC(F)(F)C(O)=O. The catalyst is C([SiH](CC)CC)C. The product is [CH2:1]([O:3][C:4]([C:6]1[CH:7]=[C:8]2[C:13](=[CH:14][CH:15]=1)[NH:12][CH:11]([C:16]1[CH:21]=[C:20]([F:22])[CH:19]=[CH:18][C:17]=1[CH3:23])[C:10]([CH3:24])([CH3:25])[CH2:9]2)=[O:5])[CH3:2]. The yield is 0.190. (4) The reactants are [NH2:1][C:2]1[CH:9]=[CH:8][C:5]([C:6]#[N:7])=[CH:4][C:3]=1[Cl:10].C([O-])([O-])=O.[Cs+].[Cs+].Cl[C:18]1[C:23]([CH3:24])=[C:22]([N:25]([CH:33]2[CH2:35][CH2:34]2)C(=O)OC(C)(C)C)[N:21]2[N:36]=[CH:37][C:38]([CH:39]=[O:40])=[C:20]2[N:19]=1.C1C=CC(P(C2C(C3C(P(C4C=CC=CC=4)C4C=CC=CC=4)=CC=C4C=3C=CC=C4)=C3C(C=CC=C3)=CC=2)C2C=CC=CC=2)=CC=1. The catalyst is O1CCOCC1.C([O-])(=O)C.[Pd+2].C([O-])(=O)C.CCOCC. The product is [Cl:10][C:3]1[CH:4]=[C:5]([CH:8]=[CH:9][C:2]=1[NH:1][C:18]1[C:23]([CH3:24])=[C:22]([NH:25][CH:33]2[CH2:34][CH2:35]2)[N:21]2[N:36]=[CH:37][C:38]([CH:39]=[O:40])=[C:20]2[N:19]=1)[C:6]#[N:7]. The yield is 0.330. (5) The reactants are [N:1]1([C:7]2[N:8]=[N:9][C:10]([C:13]3[CH:18]=[CH:17][CH:16]=[CH:15][N:14]=3)=[CH:11][CH:12]=2)[CH2:6][CH2:5][NH:4][CH2:3][CH2:2]1.C(N(CC)CC)C.[F:26][C:27]([F:38])([F:37])[C:28]1[CH:36]=[CH:35][CH:34]=[CH:33][C:29]=1[C:30](Cl)=[O:31]. The catalyst is ClCCl. The product is [N:14]1[CH:15]=[CH:16][CH:17]=[CH:18][C:13]=1[C:10]1[N:9]=[N:8][C:7]([N:1]2[CH2:2][CH2:3][N:4]([C:30]([C:29]3[CH:33]=[CH:34][CH:35]=[CH:36][C:28]=3[C:27]([F:26])([F:37])[F:38])=[O:31])[CH2:5][CH2:6]2)=[CH:12][CH:11]=1. The yield is 0.230. (6) The reactants are [OH:1][C:2]1[CH:6]=[CH:5][S:4][C:3]=1[C:7]([OH:9])=O.CN(C(ON1N=NC2C=CC=NC1=2)=[N+](C)C)C.F[P-](F)(F)(F)(F)F.C(N(CC)CC)C.[C:41]([C:43]1([NH2:49])[CH2:48][CH2:47][CH2:46][CH2:45][CH2:44]1)#[CH:42]. The catalyst is CN(C=O)C. The product is [C:41]([C:43]1([NH:49][C:7]([C:3]2[S:4][CH:5]=[CH:6][C:2]=2[OH:1])=[O:9])[CH2:48][CH2:47][CH2:46][CH2:45][CH2:44]1)#[CH:42]. The yield is 0.600.